From a dataset of Catalyst prediction with 721,799 reactions and 888 catalyst types from USPTO. Predict which catalyst facilitates the given reaction. (1) Reactant: F[C:2]1[CH:10]=[N:9][CH:8]=[CH:7][C:3]=1[C:4]([OH:6])=[O:5].[F:11][C:12]1[CH:19]=[CH:18][CH:17]=[CH:16][C:13]=1[CH2:14][NH2:15]. Product: [F:11][C:12]1[CH:19]=[CH:18][CH:17]=[CH:16][C:13]=1[CH2:14][NH:15][C:2]1[CH:10]=[N:9][CH:8]=[CH:7][C:3]=1[C:4]([OH:6])=[O:5]. The catalyst class is: 10. (2) Reactant: [OH-].[Na+].C([O:6][C:7]1[CH:12]=[CH:11][CH:10]=[C:9]([O:13][Si:14]([CH:21]([CH3:23])[CH3:22])([CH:18]([CH3:20])[CH3:19])[CH:15]([CH3:17])[CH3:16])[CH:8]=1)(=O)C. Product: [CH3:20][CH:18]([Si:14]([CH:21]([CH3:23])[CH3:22])([O:13][C:9]1[CH:8]=[C:7]([OH:6])[CH:12]=[CH:11][CH:10]=1)[CH:15]([CH3:16])[CH3:17])[CH3:19]. The catalyst class is: 1. (3) Reactant: C1(P(C2CCCCC2)C2C=CC=CC=2C2C=CC=CC=2)CCCCC1.[CH2:26]([O:28][C:29]1[CH:30]=[C:31](/[CH:43]=[C:44](\[CH3:50])/[C:45]([O:47][CH2:48][CH3:49])=[O:46])[CH:32]=[CH:33][C:34]=1OS(C(F)(F)F)(=O)=O)[CH3:27].[CH3:51][NH:52][C:53]1[CH:58]=[CH:57][CH:56]=[C:55](B2OC(C)(C)C(C)(C)O2)[CH:54]=1.P([O-])([O-])([O-])=O.[K+].[K+].[K+].[Cl-].[NH4+]. Product: [CH2:26]([O:28][C:29]1[CH:30]=[C:31](/[CH:43]=[C:44](\[CH3:50])/[C:45]([O:47][CH2:48][CH3:49])=[O:46])[CH:32]=[CH:33][C:34]=1[C:55]1[CH:56]=[CH:57][CH:58]=[C:53]([NH:52][CH3:51])[CH:54]=1)[CH3:27]. The catalyst class is: 613. (4) Reactant: [CH3:1][C:2]1[C:6]([NH:7][C:8]([O:10][C@@H:11]([C:13]2[CH:18]=[CH:17][CH:16]=[CH:15][CH:14]=2)[CH3:12])=[O:9])=[C:5]([C:19]2[CH:24]=[CH:23][C:22]([C:25]3[CH:30]=[CH:29][C:28]([C:31]4([C:34](O)=[O:35])[CH2:33][CH2:32]4)=[CH:27][CH:26]=3)=[CH:21][CH:20]=2)[O:4][N:3]=1.[CH3:37][S:38]([NH2:41])(=[O:40])=[O:39].C(N(C(C)C)CC)(C)C. Product: [C:13]1([C@H:11]([O:10][C:8](=[O:9])[NH:7][C:6]2[C:2]([CH3:1])=[N:3][O:4][C:5]=2[C:19]2[CH:24]=[CH:23][C:22]([C:25]3[CH:26]=[CH:27][C:28]([C:31]4([C:34]([NH:41][S:38]([CH3:37])(=[O:40])=[O:39])=[O:35])[CH2:32][CH2:33]4)=[CH:29][CH:30]=3)=[CH:21][CH:20]=2)[CH3:12])[CH:18]=[CH:17][CH:16]=[CH:15][CH:14]=1. The catalyst class is: 1. (5) The catalyst class is: 12. Reactant: [C:1]([O:5][C:6]([NH:8][CH:9]([C:11]1[NH:12][C:13]([C:20]2[CH:29]=[CH:28][CH:27]=[C:26]3[C:21]=2[N:22]=[C:23]([NH:31][C:32]([CH3:35])([CH3:34])[CH3:33])[C:24]([CH3:30])=[N:25]3)=[CH:14][C:15]=1[C:16]([O:18]C)=O)[CH3:10])=[O:7])([CH3:4])([CH3:3])[CH3:2].[Li+].C[Si]([N-][Si](C)(C)C)(C)C. Product: [C:32]([NH:31][C:23]1[C:24]([CH3:30])=[N:25][C:26]2[C:21]([N:22]=1)=[C:20]([C:13]1[NH:12][C:11]3[CH:9]([CH3:10])[N:8]([C:6]([O:5][C:1]([CH3:4])([CH3:3])[CH3:2])=[O:7])[C:16](=[O:18])[C:15]=3[CH:14]=1)[CH:29]=[CH:28][CH:27]=2)([CH3:34])([CH3:33])[CH3:35]. (6) Reactant: [OH-].[Na+].C([O:5][C:6](=[O:19])[C:7]1[CH:12]=[CH:11][CH:10]=[CH:9][C:8]=1[O:13][CH2:14][CH2:15][CH2:16][O:17][CH3:18])C. Product: [CH3:18][O:17][CH2:16][CH2:15][CH2:14][O:13][C:8]1[CH:9]=[CH:10][CH:11]=[CH:12][C:7]=1[C:6]([OH:19])=[O:5]. The catalyst class is: 40.